The task is: Predict the product of the given reaction.. This data is from Forward reaction prediction with 1.9M reactions from USPTO patents (1976-2016). (1) Given the reactants [CH3:1][O:2][C:3]([C:5]([C:7]1[CH:8]=[N:9][N:10]2[CH2:15][C@H:14]([CH3:16])[N:13]([C:17]([O:19][C:20]([CH3:23])([CH3:22])[CH3:21])=[O:18])[CH2:12][C:11]=12)=[CH2:6])=[O:4].[N+:24]([CH3:27])([O-:26])=[O:25].C1CCN2C(=NCCC2)CC1, predict the reaction product. The product is: [CH3:1][O:2][C:3]([CH:5]([C:7]1[CH:8]=[N:9][N:10]2[CH2:15][C@H:14]([CH3:16])[N:13]([C:17]([O:19][C:20]([CH3:22])([CH3:21])[CH3:23])=[O:18])[CH2:12][C:11]=12)[CH2:6][CH2:27][N+:24]([O-:26])=[O:25])=[O:4]. (2) Given the reactants [NH2:1][CH2:2][C:3]1[CH:4]=[C:5]([N:9]([C@H:13]2[C:22]3[C:17](=[CH:18][CH:19]=[CH:20][CH:21]=3)[N:16]([C:23](=[O:32])[C:24]3[CH:29]=[CH:28][C:27]([O:30][CH3:31])=[CH:26][CH:25]=3)[C@@H:15]([CH3:33])[CH2:14]2)[C:10](=[O:12])[CH3:11])[CH:6]=[CH:7][CH:8]=1.[C:34](O)(=[O:37])[CH2:35][OH:36].CCN=C=NCCCN(C)C.C1C=CC2N(O)N=NC=2C=1, predict the reaction product. The product is: [C:35]([NH:1][CH2:2][C:3]1[CH:4]=[C:5]([N:9]([C@H:13]2[C:22]3[C:17](=[CH:18][CH:19]=[CH:20][CH:21]=3)[N:16]([C:23](=[O:32])[C:24]3[CH:25]=[CH:26][C:27]([O:30][CH3:31])=[CH:28][CH:29]=3)[C@@H:15]([CH3:33])[CH2:14]2)[C:10](=[O:12])[CH3:11])[CH:6]=[CH:7][CH:8]=1)(=[O:36])[CH2:34][OH:37]. (3) The product is: [C:6]([Si:10]([C:18]1[CH:23]=[CH:22][CH:21]=[CH:20][CH:19]=1)([C:12]1[CH:13]=[CH:14][CH:15]=[CH:16][CH:17]=1)[O:4][CH2:3][CH2:2][CH2:1][OH:5])([CH3:9])([CH3:7])[CH3:8]. Given the reactants [CH2:1]([OH:5])[CH2:2][CH2:3][OH:4].[C:6]([Si:10]([C:18]1[CH:23]=[CH:22][CH:21]=[CH:20][CH:19]=1)([C:12]1[CH:17]=[CH:16][CH:15]=[CH:14][CH:13]=1)Cl)([CH3:9])([CH3:8])[CH3:7], predict the reaction product. (4) Given the reactants [F:1][C:2]([F:31])([F:30])[C:3]1[CH:8]=[CH:7][C:6]([C:9]2[N:10]=[C:11]([C:24]3[CH2:25][CH2:26][NH:27][CH2:28][CH:29]=3)[NH:12][C:13]=2[C:14]2[CH:19]=[CH:18][C:17]([C:20]([F:23])([F:22])[F:21])=[CH:16][CH:15]=2)=[CH:5][CH:4]=1.Cl[C:33]1[C:38]([C:39]([F:42])([F:41])[F:40])=[CH:37][CH:36]=[CH:35][N:34]=1, predict the reaction product. The product is: [F:31][C:2]([F:1])([F:30])[C:3]1[CH:4]=[CH:5][C:6]([C:9]2[N:10]=[C:11]([C:24]3[CH2:25][CH2:26][N:27]([C:33]4[C:38]([C:39]([F:42])([F:41])[F:40])=[CH:37][CH:36]=[CH:35][N:34]=4)[CH2:28][CH:29]=3)[NH:12][C:13]=2[C:14]2[CH:15]=[CH:16][C:17]([C:20]([F:22])([F:23])[F:21])=[CH:18][CH:19]=2)=[CH:7][CH:8]=1. (5) Given the reactants [C:1]([O:5][C:6]([N:8]1[CH2:13][CH2:12][O:11][CH2:10][C@H:9]1[C:14](=[O:25])[NH:15][C:16]1[N:17]=[C:18]2[N:22]([CH:23]=1)[CH:21]=[C:20](Br)[S:19]2)=[O:7])([CH3:4])([CH3:3])[CH3:2].[C:26]1(B(O)O)[CH:31]=[CH:30][CH:29]=[CH:28][CH:27]=1, predict the reaction product. The product is: [C:1]([O:5][C:6]([N:8]1[CH2:13][CH2:12][O:11][CH2:10][C@H:9]1[C:14](=[O:25])[NH:15][C:16]1[N:17]=[C:18]2[N:22]([CH:23]=1)[CH:21]=[C:20]([C:26]1[CH:31]=[CH:30][CH:29]=[CH:28][CH:27]=1)[S:19]2)=[O:7])([CH3:4])([CH3:3])[CH3:2].